This data is from Full USPTO retrosynthesis dataset with 1.9M reactions from patents (1976-2016). The task is: Predict the reactants needed to synthesize the given product. (1) Given the product [ClH:34].[Br:1][C:2]1[CH:3]=[C:4]([NH:10][C:11]2[N:16]=[C:15]([NH:17][CH:18]3[CH2:19][CH2:20][CH2:21][CH2:22][CH2:23][CH2:24]3)[N:14]=[C:13]([N:25]([CH3:33])[CH:26]3[CH2:27][CH2:28][N:29]([CH3:32])[CH2:30][CH2:31]3)[N:12]=2)[CH:5]=[CH:6][C:7]=1[O:8][CH3:9], predict the reactants needed to synthesize it. The reactants are: [Br:1][C:2]1[CH:3]=[C:4]([NH:10][C:11]2[N:16]=[C:15]([NH:17][CH:18]3[CH2:24][CH2:23][CH2:22][CH2:21][CH2:20][CH2:19]3)[N:14]=[C:13]([N:25]([CH3:33])[CH:26]3[CH2:31][CH2:30][N:29]([CH3:32])[CH2:28][CH2:27]3)[N:12]=2)[CH:5]=[CH:6][C:7]=1[O:8][CH3:9].[ClH:34].C(OCC)C. (2) Given the product [NH2:21][C:22]1[N:26]([CH3:27])[C:25](=[O:28])[C:24]([C:29]2[CH:34]=[CH:33][C:32]([O:35][CH:36]([F:38])[F:37])=[CH:31][CH:30]=2)([C:39]2[CH:44]=[CH:43][CH:42]=[C:41]([C:1]#[C:49][CH2:48][CH2:47][OH:46])[CH:40]=2)[N:23]=1, predict the reactants needed to synthesize it. The reactants are: [C:1](P(C(C)(C)C)C(C)(C)C)(C)(C)C.C(NC(C)C)(C)C.[NH2:21][C:22]1[N:26]([CH3:27])[C:25](=[O:28])[C:24]([C:39]2[CH:44]=[CH:43][CH:42]=[C:41](Br)[CH:40]=2)([C:29]2[CH:34]=[CH:33][C:32]([O:35][CH:36]([F:38])[F:37])=[CH:31][CH:30]=2)[N:23]=1.[OH:46][CH2:47][C:48]#[CH:49]. (3) The reactants are: [N:1]1([C:7]2[C:8]3[N:22]=[N:21][N:20]([CH:23]4[CH2:28][CH2:27][NH:26][CH2:25][CH2:24]4)[C:9]=3[N:10]=[C:11]([C:13]3[CH:14]=[C:15]([OH:19])[CH:16]=[CH:17][CH:18]=3)[N:12]=2)[CH2:6][CH2:5][O:4][CH2:3][CH2:2]1.[F:29][C:30]1[CH:37]=[CH:36][C:33]([CH:34]=O)=[CH:32][CH:31]=1.[BH3-]C#N.[Na+]. Given the product [F:29][C:30]1[CH:37]=[CH:36][C:33]([CH2:34][N:26]2[CH2:27][CH2:28][CH:23]([N:20]3[C:9]4[N:10]=[C:11]([C:13]5[CH:14]=[C:15]([OH:19])[CH:16]=[CH:17][CH:18]=5)[N:12]=[C:7]([N:1]5[CH2:6][CH2:5][O:4][CH2:3][CH2:2]5)[C:8]=4[N:22]=[N:21]3)[CH2:24][CH2:25]2)=[CH:32][CH:31]=1, predict the reactants needed to synthesize it. (4) The reactants are: [Br:1][C:2]1[CH:3]=[C:4]([F:14])[C:5]2[O:9][C:8](C(O)=O)=[CH:7][C:6]=2[CH:13]=1. Given the product [Br:1][C:2]1[CH:3]=[C:4]([F:14])[C:5]2[O:9][CH:8]=[CH:7][C:6]=2[CH:13]=1, predict the reactants needed to synthesize it. (5) Given the product [CH3:1][C:2]1[O:3][C:4]([C:18]2[CH:23]=[CH:22][CH:21]=[C:20]([C:24]([F:27])([F:25])[F:26])[CH:19]=2)=[CH:5][C:6]=1[CH2:7][N:8]1[CH:12]=[C:11]([C:13]([OH:15])=[O:14])[CH:10]=[N:9]1, predict the reactants needed to synthesize it. The reactants are: [CH3:1][C:2]1[O:3][C:4]([C:18]2[CH:23]=[CH:22][CH:21]=[C:20]([C:24]([F:27])([F:26])[F:25])[CH:19]=2)=[CH:5][C:6]=1[CH2:7][N:8]1[CH:12]=[C:11]([C:13]([O:15]CC)=[O:14])[CH:10]=[N:9]1.[OH-].[Na+].Cl.